From a dataset of Catalyst prediction with 721,799 reactions and 888 catalyst types from USPTO. Predict which catalyst facilitates the given reaction. (1) Reactant: [C:1]1([S:7]([N:10]([CH2:21][CH:22]([C:24]2[CH:29]=[CH:28][CH:27]=[C:26]([Br:30])[CH:25]=2)O)[CH2:11][C:12]([NH:14][C:15]2[CH:20]=[CH:19][CH:18]=[CH:17][CH:16]=2)=[O:13])(=[O:9])=[O:8])[CH:6]=[CH:5][CH:4]=[CH:3][CH:2]=1.C1(P(C2C=CC=CC=2)C2C=CC=CC=2)C=CC=CC=1.CCOC(/N=N/C(OCC)=O)=O. Product: [C:1]1([S:7]([N:10]2[CH2:21][CH:22]([C:24]3[CH:29]=[CH:28][CH:27]=[C:26]([Br:30])[CH:25]=3)[N:14]([C:15]3[CH:20]=[CH:19][CH:18]=[CH:17][CH:16]=3)[C:12](=[O:13])[CH2:11]2)(=[O:9])=[O:8])[CH:6]=[CH:5][CH:4]=[CH:3][CH:2]=1. The catalyst class is: 413. (2) Reactant: [CH2:1]([N:3]1[C:8]2[N:9]=[C:10]([S:13][CH3:14])[N:11]=[CH:12][C:7]=2[CH:6]=[C:5]([C:15]2[CH:20]=[CH:19][CH:18]=[CH:17][C:16]=2[S:21]([CH3:24])(=[O:23])=[O:22])[C:4]1=[O:25])[CH3:2].C1C=C(Cl)C=C(C(OO)=[O:34])C=1. Product: [CH2:1]([N:3]1[C:8]2[N:9]=[C:10]([S:13]([CH3:14])=[O:34])[N:11]=[CH:12][C:7]=2[CH:6]=[C:5]([C:15]2[CH:20]=[CH:19][CH:18]=[CH:17][C:16]=2[S:21]([CH3:24])(=[O:22])=[O:23])[C:4]1=[O:25])[CH3:2]. The catalyst class is: 2. (3) Reactant: [Cl:1][C:2]1[CH:7]=[CH:6][C:5]([C:8](=[O:13])[CH2:9][C:10](=O)[CH3:11])=[CH:4][CH:3]=1.C([O-])(=O)C.[NH4+:18]. Product: [NH2:18][C:10]([CH3:11])=[CH:9][C:8]([C:5]1[CH:6]=[CH:7][C:2]([Cl:1])=[CH:3][CH:4]=1)=[O:13]. The catalyst class is: 5. (4) Reactant: [CH2:1]([N:19]([CH2:22][CH2:23][CH2:24][CH2:25][CH2:26][CH2:27][CH2:28][CH2:29][CH2:30][CH2:31][CH2:32][CH2:33][CH2:34][CH2:35][CH2:36][CH2:37][CH2:38][CH3:39])C#N)[CH2:2][CH2:3][CH2:4][CH2:5][CH2:6][CH2:7][CH2:8][CH2:9][CH2:10][CH2:11][CH2:12][CH2:13][CH2:14][CH2:15][CH2:16][CH2:17][CH3:18].O.[OH-].[Na+].C(Cl)(Cl)Cl. Product: [CH2:22]([NH:19][CH2:1][CH2:2][CH2:3][CH2:4][CH2:5][CH2:6][CH2:7][CH2:8][CH2:9][CH2:10][CH2:11][CH2:12][CH2:13][CH2:14][CH2:15][CH2:16][CH2:17][CH3:18])[CH2:23][CH2:24][CH2:25][CH2:26][CH2:27][CH2:28][CH2:29][CH2:30][CH2:31][CH2:32][CH2:33][CH2:34][CH2:35][CH2:36][CH2:37][CH2:38][CH3:39]. The catalyst class is: 82.